This data is from Forward reaction prediction with 1.9M reactions from USPTO patents (1976-2016). The task is: Predict the product of the given reaction. (1) Given the reactants [Cl-].[CH3:2][S+](C)(C)=O.[OH-:7].[Na+].O1[CH2:14][CH2:13][C:12](=[O:15])[CH2:11][CH2:10]1.[I-:16].[Na+].Cl, predict the reaction product. The product is: [I:16][CH2:2][C:12]1([OH:15])[CH2:13][CH2:14][O:7][CH2:10][CH2:11]1. (2) Given the reactants [CH:1]1([NH:6][C:7]2[C:12]([N+:13]([O-])=O)=[CH:11][N:10]=[C:9]([NH:16][C:17]3[CH:22]=[CH:21][N:20]=[CH:19][CH:18]=3)[N:8]=2)[CH2:5][CH2:4][CH2:3][CH2:2]1, predict the reaction product. The product is: [NH2:13][C:12]1[C:7]([NH:6][CH:1]2[CH2:5][CH2:4][CH2:3][CH2:2]2)=[N:8][C:9]([NH:16][C:17]2[CH:18]=[CH:19][N:20]=[CH:21][CH:22]=2)=[N:10][CH:11]=1. (3) Given the reactants [Cl:1][C:2]1[C:20]([O:21][CH2:22][C:23]2[CH:28]=[CH:27][CH:26]=[C:25]([C:29]3[CH:38]=[CH:37][C:32]4[O:33][CH2:34][CH2:35][O:36][C:31]=4[CH:30]=3)[C:24]=2[CH3:39])=[CH:19][C:5]([O:6][CH2:7][C:8]2[CH:13]=[CH:12][N:11]=[C:10]([C:14]([N:16]([CH3:18])[CH3:17])=[O:15])[CH:9]=2)=[C:4]([CH:40]=O)[CH:3]=1.[NH2:42][C@@:43]([CH3:49])([CH2:47][OH:48])[C:44]([OH:46])=[O:45].C(O[BH-](OC(=O)C)OC(=O)C)(=O)C.[Na+].C([BH3-])#N.[Na+], predict the reaction product. The product is: [Cl:1][C:2]1[C:20]([O:21][CH2:22][C:23]2[CH:28]=[CH:27][CH:26]=[C:25]([C:29]3[CH:38]=[CH:37][C:32]4[O:33][CH2:34][CH2:35][O:36][C:31]=4[CH:30]=3)[C:24]=2[CH3:39])=[CH:19][C:5]([O:6][CH2:7][C:8]2[CH:13]=[CH:12][N:11]=[C:10]([C:14](=[O:15])[N:16]([CH3:18])[CH3:17])[CH:9]=2)=[C:4]([CH:3]=1)[CH2:40][NH:42][C@@:43]([CH3:49])([CH2:47][OH:48])[C:44]([OH:46])=[O:45]. (4) Given the reactants [C:1]1([P:7]([C:14]2[CH:19]=[CH:18][CH:17]=[CH:16][CH:15]=2)[C:8]2[CH:13]=[CH:12][CH:11]=[CH:10][CH:9]=2)[CH:6]=[CH:5][CH:4]=[CH:3][CH:2]=1.BrCC1C=CC2C(=CC=CC=2)C=1.BrC1C=CC(C=[O:38])=CC=1.C([O-])([O-])=O.[K+].[K+], predict the reaction product. The product is: [C:14]1([P:7](=[O:38])([C:1]2[CH:2]=[CH:3][CH:4]=[CH:5][CH:6]=2)[C:8]2[CH:13]=[CH:12][CH:11]=[CH:10][CH:9]=2)[CH:15]=[CH:16][CH:17]=[CH:18][CH:19]=1. (5) Given the reactants [CH3:1][C:2]([C:9]1[S:10][CH:11]=[CH:12][CH:13]=1)([CH3:8])[C:3](OCC)=[O:4].O.[NH2:15][NH2:16], predict the reaction product. The product is: [CH3:1][C:2]([C:9]1[S:10][CH:11]=[CH:12][CH:13]=1)([CH3:8])[C:3]([NH:15][NH2:16])=[O:4]. (6) The product is: [CH2:39]([C:35]1[N:36]([CH3:38])[N:37]=[C:32]2[C:31](=[O:41])[NH:30][C:29]([C:28]3[C:23]([O:5][C@H:3]([CH3:4])[C@H:2]([O:6][CH3:11])[CH3:1])=[N:24][CH:25]=[C:26]([S:42]([N:45]4[CH2:46][CH2:47][N:48]([CH2:51][CH3:52])[CH2:49][CH2:50]4)(=[O:44])=[O:43])[CH:27]=3)=[N:34][C:33]=12)[CH3:40]. Given the reactants [CH3:1][C@@H:2]([OH:6])[C@H:3]([OH:5])[CH3:4].[H-].[Na+].CI.[CH3:11]N1CCCN(C)C1=O.C(O[C:23]1[C:28]([C:29]2[NH:30][C:31](=[O:41])[C:32]3[C:33](=[C:35]([CH2:39][CH3:40])[N:36]([CH3:38])[N:37]=3)[N:34]=2)=[CH:27][C:26]([S:42]([N:45]2[CH2:50][CH2:49][N:48]([CH2:51][CH3:52])[CH2:47][CH2:46]2)(=[O:44])=[O:43])=[CH:25][N:24]=1)C.C[Si]([N-][Si](C)(C)C)(C)C.[K+], predict the reaction product.